Task: Predict the product of the given reaction.. Dataset: Forward reaction prediction with 1.9M reactions from USPTO patents (1976-2016) (1) Given the reactants [CH:1]1[C:13]2[CH:12]([CH2:14][O:15][C:16]([N:18]3[CH2:23][CH2:22][CH2:21][CH:20]([NH:24][C:25]4[C:30]([N+:31]([O-])=O)=[CH:29][N:28]=[C:27]5[N:34]([S:37]([C:40]6[CH:45]=[CH:44][CH:43]=[CH:42][CH:41]=6)(=[O:39])=[O:38])[CH:35]=[CH:36][C:26]=45)[CH2:19]3)=[O:17])[C:11]3[C:6](=[CH:7][CH:8]=[CH:9][CH:10]=3)[C:5]=2[CH:4]=[CH:3][CH:2]=1.C1COCC1, predict the reaction product. The product is: [CH:1]1[C:13]2[CH:12]([CH2:14][O:15][C:16]([N:18]3[CH2:23][CH2:22][CH2:21][CH:20]([NH:24][C:25]4[C:30]([NH2:31])=[CH:29][N:28]=[C:27]5[N:34]([S:37]([C:40]6[CH:41]=[CH:42][CH:43]=[CH:44][CH:45]=6)(=[O:39])=[O:38])[CH:35]=[CH:36][C:26]=45)[CH2:19]3)=[O:17])[C:11]3[C:6](=[CH:7][CH:8]=[CH:9][CH:10]=3)[C:5]=2[CH:4]=[CH:3][CH:2]=1. (2) Given the reactants [C:1]1([C:7]2([C:13]([OH:15])=O)[CH2:12][CH2:11][CH2:10][CH2:9][CH2:8]2)[CH:6]=[CH:5][CH:4]=[CH:3][CH:2]=1.C(Cl)(=O)C(Cl)=O.C(N(CC)CC)C.[NH2:29][C:30]1[C:39]2[C:34](=[CH:35][CH:36]=[CH:37][CH:38]=2)[CH:33]=[CH:32][N:31]=1, predict the reaction product. The product is: [C:30]1([NH:29][C:13]([C:7]2([C:1]3[CH:2]=[CH:3][CH:4]=[CH:5][CH:6]=3)[CH2:8][CH2:9][CH2:10][CH2:11][CH2:12]2)=[O:15])[C:39]2[C:34](=[CH:35][CH:36]=[CH:37][CH:38]=2)[CH:33]=[CH:32][N:31]=1. (3) Given the reactants Cl[CH2:2][C:3]([NH:5][C@@H:6]1[CH2:11][O:10][C:9]2=[N:12][C:13]([N+:15]([O-:17])=[O:16])=[CH:14][N:8]2[CH2:7]1)=[O:4].[Cl:18][C:19]1[CH:20]=[C:21]([CH:29]=[CH:30][C:31]=1[O:32][C:33]([F:36])([F:35])[F:34])[O:22][CH:23]1[CH2:28][CH2:27][NH:26][CH2:25][CH2:24]1, predict the reaction product. The product is: [Cl:18][C:19]1[CH:20]=[C:21]([CH:29]=[CH:30][C:31]=1[O:32][C:33]([F:36])([F:34])[F:35])[O:22][CH:23]1[CH2:28][CH2:27][N:26]([CH2:2][C:3]([NH:5][C@@H:6]2[CH2:11][O:10][C:9]3=[N:12][C:13]([N+:15]([O-:17])=[O:16])=[CH:14][N:8]3[CH2:7]2)=[O:4])[CH2:25][CH2:24]1. (4) Given the reactants Br[C:2]1[C:8]([CH3:9])=[CH:7][C:5]([NH2:6])=[C:4]([CH3:10])[CH:3]=1.[N:11]1[CH:16]=[CH:15][CH:14]=[C:13](B(O)O)[CH:12]=1.C1(P(C2CCCCC2)C2C=CC=CC=2C2C(OC)=CC=CC=2OC)CCCCC1.C([O-])([O-])=O.[Na+].[Na+], predict the reaction product. The product is: [CH3:10][C:4]1[CH:3]=[C:2]([C:13]2[CH:12]=[N:11][CH:16]=[CH:15][CH:14]=2)[C:8]([CH3:9])=[CH:7][C:5]=1[NH2:6].